This data is from Forward reaction prediction with 1.9M reactions from USPTO patents (1976-2016). The task is: Predict the product of the given reaction. Given the reactants [NH2:1][C:2]1[N:3]=[C:4]([NH:19][C:20]2[CH:25]=[CH:24][C:23]([N:26]3[CH2:31][CH2:30][N:29]([CH3:32])[CH2:28][CH2:27]3)=[CH:22][CH:21]=2)[S:5][C:6]=1[C:7]([C:9]1[CH:14]=[CH:13][C:12](Cl)=[C:11]([N+:16]([O-:18])=[O:17])[CH:10]=1)=[O:8].[CH2:33]([CH2:35][NH2:36])[OH:34].C(N(CC)C(C)C)(C)C, predict the reaction product. The product is: [NH2:1][C:2]1[N:3]=[C:4]([NH:19][C:20]2[CH:25]=[CH:24][C:23]([N:26]3[CH2:31][CH2:30][N:29]([CH3:32])[CH2:28][CH2:27]3)=[CH:22][CH:21]=2)[S:5][C:6]=1[C:7]([C:9]1[CH:14]=[CH:13][C:12]([NH:36][CH2:35][CH2:33][OH:34])=[C:11]([N+:16]([O-:18])=[O:17])[CH:10]=1)=[O:8].